Dataset: CYP2C9 inhibition data for predicting drug metabolism from PubChem BioAssay. Task: Regression/Classification. Given a drug SMILES string, predict its absorption, distribution, metabolism, or excretion properties. Task type varies by dataset: regression for continuous measurements (e.g., permeability, clearance, half-life) or binary classification for categorical outcomes (e.g., BBB penetration, CYP inhibition). Dataset: cyp2c9_veith. (1) The drug is O=C(O)CC[C@@H](C(=O)O)N1C(=O)[C@H]2[C@@H]3CC[C@H](C3)[C@H]2C1=O. The result is 0 (non-inhibitor). (2) The molecule is NC(=O)C[C@H](N)C(N)=O. The result is 0 (non-inhibitor). (3) The molecule is COc1cc2c(cc1OC)-c1cc3nc4ccccc4nc3n1C(C)(C)C2. The result is 0 (non-inhibitor). (4) The drug is COc1ccc(O[C@H]2C=C[C@@H](c3ccccc3)O[C@H]2COC(=O)N2CCCCC2)cc1. The result is 1 (inhibitor).